Dataset: Forward reaction prediction with 1.9M reactions from USPTO patents (1976-2016). Task: Predict the product of the given reaction. (1) Given the reactants [S:1]1[C:5]([C:6]2[CH:7]=[C:8](Br)[CH:9]=[C:10]3[C:14]=2[N:13](COCC[Si](C)(C)C)[N:12]=[CH:11]3)=[CH:4][C:3]2[CH:24]=[CH:25][CH:26]=[CH:27][C:2]1=2.S1C(C2C=CC=C3C=2NN=C3[C:42]([C:44]2[CH:49]=[CH:48][CH:47]=[CH:46][N:45]=2)=[O:43])=CC2C=CC=CC1=2, predict the reaction product. The product is: [S:1]1[C:5]([C:6]2[CH:7]=[C:8]([C:42]([C:44]3[CH:49]=[CH:48][CH:47]=[CH:46][N:45]=3)=[O:43])[CH:9]=[C:10]3[C:14]=2[NH:13][N:12]=[CH:11]3)=[CH:4][C:3]2[CH:24]=[CH:25][CH:26]=[CH:27][C:2]1=2. (2) Given the reactants [C:1]([C:3]1[C:12](I)=[CH:11][C:6]([C:7]([O:9][CH3:10])=[O:8])=[C:5]([C:14]([F:17])([F:16])[F:15])[CH:4]=1)#[N:2].CC1(C)C2C(=C(P(C3C=CC=CC=3)C3C=CC=CC=3)C=CC=2)OC2C(P(C3C=CC=CC=3)C3C=CC=CC=3)=CC=CC1=2.C(=O)([O-])[O-].[Cs+].[Cs+].[C@H:66]([NH2:70])([CH2:68][CH3:69])[CH3:67], predict the reaction product. The product is: [C@H:66]([NH:70][C:12]1[C:3]([C:1]#[N:2])=[CH:4][C:5]([C:14]([F:17])([F:16])[F:15])=[C:6]([CH:11]=1)[C:7]([O:9][CH3:10])=[O:8])([CH2:68][CH3:69])[CH3:67].